Dataset: Reaction yield outcomes from USPTO patents with 853,638 reactions. Task: Predict the reaction yield, written as a fraction of the theoretical maximum amount of product (1.0 means a 100% yield; for example, 0.34 means a 34% yield). (1) The reactants are [F:1][C:2]1[CH:7]=[CH:6][C:5]([CH2:8][OH:9])=[CH:4][C:3]=1[O:10][CH3:11].C1C(=O)N([Br:19])C(=O)C1. The catalyst is CC#N. The product is [Br:19][C:6]1[CH:7]=[C:2]([F:1])[C:3]([O:10][CH3:11])=[CH:4][C:5]=1[CH2:8][OH:9]. The yield is 0.960. (2) The reactants are [CH2:1]([OH:5])[CH2:2][CH:3]=C.[C:6](O)(C(F)(F)F)=O.[F:13][C:14]([F:24])([F:23])[C:15]1[CH:16]=[CH:17][C:18]([CH:21]=[O:22])=[N:19][CH:20]=1.[Li+].[OH-]. The catalyst is ClCCCl.CO. The product is [F:24][C:14]([F:23])([F:13])[C:15]1[CH:16]=[CH:17][C:18]([CH:21]2[CH2:6][CH:1]([OH:5])[CH2:2][CH2:3][O:22]2)=[N:19][CH:20]=1. The yield is 0.360. (3) The reactants are [F:1][C:2]1[C:9]([F:10])=[C:8]([F:11])[CH:7]=[CH:6][C:3]=1[CH:4]=O.[CH3:12][O:13][C:14]1[CH:15]=[C:16]([CH:20]=[CH:21][C:22]=1[O:23][CH3:24])[CH2:17][C:18]#[N:19]. No catalyst specified. The product is [CH3:12][O:13][C:14]1[CH:15]=[C:16](/[C:17](=[CH:4]/[C:3]2[CH:6]=[CH:7][C:8]([F:11])=[C:9]([F:10])[C:2]=2[F:1])/[C:18]#[N:19])[CH:20]=[CH:21][C:22]=1[O:23][CH3:24]. The yield is 0.300. (4) The reactants are [CH2:1]([C@@H:5]1[NH:10][CH2:9][C@H:8]([C:11]2[CH:15]=[CH:14][S:13][CH:12]=2)[NH:7][C:6]1=[O:16])[CH:2]([CH3:4])[CH3:3].[F:17][C:18]1[CH:23]=[CH:22][C:21]([C:24]2[CH:28]=[C:27]([C:29](O)=[O:30])[O:26][N:25]=2)=[CH:20][CH:19]=1.C([C@@H]1N(C(=O)/C=C/C2C=CC=CC=2)C[C@H](CC(C)C)NC1=O)C(C)C. No catalyst specified. The product is [F:17][C:18]1[CH:19]=[CH:20][C:21]([C:24]2[CH:28]=[C:27]([C:29]([N:10]3[CH2:9][C@H:8]([C:11]4[CH:15]=[CH:14][S:13][CH:12]=4)[NH:7][C:6](=[O:16])[C@@H:5]3[CH2:1][CH:2]([CH3:4])[CH3:3])=[O:30])[O:26][N:25]=2)=[CH:22][CH:23]=1. The yield is 0.186.